From a dataset of Full USPTO retrosynthesis dataset with 1.9M reactions from patents (1976-2016). Predict the reactants needed to synthesize the given product. (1) Given the product [CH:41]1([CH2:40][C@H:30]([NH:29][C:18]2[C:17](=[O:21])[C:16](=[O:22])[C:15]=2[N:11]2[CH2:12][CH2:13][CH2:14][CH:9]([CH:8]([C:3]3[CH:4]=[CH:5][CH:6]=[CH:7][C:2]=3[F:1])[O:23][CH2:24][CH2:25][CH2:26][O:27][CH3:28])[CH2:10]2)[CH2:31][NH:32][C:33](=[O:39])[O:34][C:35]([CH3:36])([CH3:37])[CH3:38])[CH2:42][CH2:43][CH2:44][CH2:45][CH2:46]1, predict the reactants needed to synthesize it. The reactants are: [F:1][C:2]1[CH:7]=[CH:6][CH:5]=[CH:4][C:3]=1[CH:8]([O:23][CH2:24][CH2:25][CH2:26][O:27][CH3:28])[CH:9]1[CH2:14][CH2:13][CH2:12][N:11]([C:15]2[C:16](=[O:22])[C:17](=[O:21])[C:18]=2OC)[CH2:10]1.[NH2:29][C@@H:30]([CH2:40][CH:41]1[CH2:46][CH2:45][CH2:44][CH2:43][CH2:42]1)[CH2:31][NH:32][C:33](=[O:39])[O:34][C:35]([CH3:38])([CH3:37])[CH3:36]. (2) Given the product [CH:6]1([N:9]([CH:36]2[CH2:38][CH2:37]2)[C:10]([C:12]2[N:33]([CH2:34][CH3:35])[C:15]3=[N:16][C:17]([NH:24][C:25]4[S:26][C:27]([C:30]([N:2]([CH:3]([CH3:5])[CH3:4])[CH3:1])=[O:32])=[CH:28][N:29]=4)=[C:18]4[N:22]=[CH:21][N:20]([CH3:23])[C:19]4=[C:14]3[CH:13]=2)=[O:11])[CH2:7][CH2:8]1, predict the reactants needed to synthesize it. The reactants are: [CH3:1][NH:2][CH:3]([CH3:5])[CH3:4].[CH:6]1([N:9]([CH:36]2[CH2:38][CH2:37]2)[C:10]([C:12]2[N:33]([CH2:34][CH3:35])[C:15]3=[N:16][C:17]([NH:24][C:25]4[S:26][C:27]([C:30]([OH:32])=O)=[CH:28][N:29]=4)=[C:18]4[N:22]=[CH:21][N:20]([CH3:23])[C:19]4=[C:14]3[CH:13]=2)=[O:11])[CH2:8][CH2:7]1. (3) The reactants are: [S:1]1[C:5]2[CH:6]=[CH:7][CH:8]=[CH:9][C:4]=2[C:3]([N:10]2[CH2:15][CH2:14][N:13]([CH2:16][CH2:17][C:18]3[CH:19]=[C:20]([NH2:24])[CH:21]=[CH:22][CH:23]=3)[CH2:12][CH2:11]2)=[N:2]1.[CH3:25][C:26]([CH3:31])=[CH:27][C:28](Cl)=[O:29]. Given the product [S:1]1[C:5]2[CH:6]=[CH:7][CH:8]=[CH:9][C:4]=2[C:3]([N:10]2[CH2:11][CH2:12][N:13]([CH2:16][CH2:17][C:18]3[CH:19]=[C:20]([NH:24][C:28](=[O:29])[CH:27]=[C:26]([CH3:31])[CH3:25])[CH:21]=[CH:22][CH:23]=3)[CH2:14][CH2:15]2)=[N:2]1, predict the reactants needed to synthesize it.